This data is from Catalyst prediction with 721,799 reactions and 888 catalyst types from USPTO. The task is: Predict which catalyst facilitates the given reaction. (1) Reactant: Cl[C:2]1[C:11]2[C:6](=[CH:7][CH:8]=[CH:9][C:10]=2[Cl:12])[N:5]=[C:4]([N:13]2[CH2:19][CH2:18][CH2:17][C:16]3[CH:20]=[CH:21][CH:22]=[CH:23][C:15]=3[CH2:14]2)[CH:3]=1.[CH2:24]([NH2:27])[CH2:25][NH2:26]. Product: [Cl:12][C:10]1[CH:9]=[CH:8][CH:7]=[C:6]2[C:11]=1[C:2]([NH:26][CH2:25][CH2:24][NH2:27])=[CH:3][C:4]([N:13]1[CH2:19][CH2:18][CH2:17][C:16]3[CH:20]=[CH:21][CH:22]=[CH:23][C:15]=3[CH2:14]1)=[N:5]2. The catalyst class is: 13. (2) Reactant: [C:1]1([CH2:7][S:8]([C:11]2[CH:12]=[C:13]3[C:17](=[CH:18][CH:19]=2)[NH:16][C:15](=[O:20])[CH2:14]3)(=[O:10])=[O:9])[CH:6]=[CH:5][CH:4]=[CH:3][CH:2]=1.[N:21]1([CH2:27][CH2:28][CH2:29][C:30]2[C:31]3[CH2:41][CH2:40][CH2:39][CH2:38][CH2:37][C:32]=3[NH:33][C:34]=2[CH:35]=O)[CH2:26][CH2:25][O:24][CH2:23][CH2:22]1.N1CCCCC1. Product: [N:21]1([CH2:27][CH2:28][CH2:29][C:30]2[C:31]3[CH2:41][CH2:40][CH2:39][CH2:38][CH2:37][C:32]=3[NH:33][C:34]=2/[CH:35]=[C:14]2\[C:15](=[O:20])[NH:16][C:17]3[C:13]\2=[CH:12][C:11]([S:8]([CH2:7][C:1]2[CH:2]=[CH:3][CH:4]=[CH:5][CH:6]=2)(=[O:10])=[O:9])=[CH:19][CH:18]=3)[CH2:26][CH2:25][O:24][CH2:23][CH2:22]1. The catalyst class is: 8.